Dataset: Full USPTO retrosynthesis dataset with 1.9M reactions from patents (1976-2016). Task: Predict the reactants needed to synthesize the given product. (1) Given the product [OH:47][C:2]1[C:11]2[C:10](=[O:12])[N:9]=[C:8]([C:13]3[CH:14]=[C:15]([S:23]([N:26]4[CH2:31][CH2:30][N:29]([CH2:32][CH3:33])[CH2:28][CH2:27]4)(=[O:24])=[O:25])[CH:16]=[CH:17][C:18]=3[O:19][CH2:20][CH2:21][CH3:22])[NH:7][C:6]=2[C:5]2=[CH:34][NH:35][N:36]=[C:4]2[N:3]=1, predict the reactants needed to synthesize it. The reactants are: Cl[C:2]1[C:11]2[C:10](=[O:12])[N:9]=[C:8]([C:13]3[CH:14]=[C:15]([S:23]([N:26]4[CH2:31][CH2:30][N:29]([CH2:32][CH3:33])[CH2:28][CH2:27]4)(=[O:25])=[O:24])[CH:16]=[CH:17][C:18]=3[O:19][CH2:20][CH2:21][CH3:22])[NH:7][C:6]=2[C:5]2=[CH:34][N:35](CC3C=CC(OC)=CC=3)[N:36]=[C:4]2[N:3]=1.C(O)(C(F)(F)F)=[O:47]. (2) Given the product [O:12]1[C:8]([C:5]2[CH:6]=[CH:7][C:2]([O:19][C:20]3[C:21]([CH:43]4[CH2:47][CH2:46][CH2:45][N:44]4[C:48](=[O:50])[CH3:49])=[CH:22][C:23]4[N:27]([CH2:28][O:29][CH2:30][CH2:31][Si:32]([CH3:35])([CH3:34])[CH3:33])[C:26]([C:36]5[CH:41]=[CH:40][CH:39]=[CH:38][N:37]=5)=[N:25][C:24]=4[CH:42]=3)=[CH:3][CH:4]=2)=[CH:9][N:10]=[CH:11]1, predict the reactants needed to synthesize it. The reactants are: Br[C:2]1[CH:7]=[CH:6][C:5]([C:8]2[O:12][CH:11]=[N:10][CH:9]=2)=[CH:4][CH:3]=1.C(=O)([O-])[O-].[Cs+].[Cs+].[OH:19][C:20]1[C:21]([CH:43]2[CH2:47][CH2:46][CH2:45][N:44]2[C:48](=[O:50])[CH3:49])=[CH:22][C:23]2[N:27]([CH2:28][O:29][CH2:30][CH2:31][Si:32]([CH3:35])([CH3:34])[CH3:33])[C:26]([C:36]3[CH:41]=[CH:40][CH:39]=[CH:38][N:37]=3)=[N:25][C:24]=2[CH:42]=1.[Cl-].[NH4+]. (3) The reactants are: C(OC(=O)C)(=O)C.[N+:8]([O-:11])(O)=[O:9].[C:12]([C:15]1[C:19]([CH3:20])=[C:18]([C:21]2[CH:26]=[CH:25][N:24]=[CH:23][CH:22]=2)[NH:17][CH:16]=1)(=[O:14])[CH3:13].C([O-])(O)=O.[Na+]. Given the product [C:12]([C:15]1[C:19]([CH3:20])=[C:18]([C:21]2[CH:26]=[CH:25][N:24]=[CH:23][CH:22]=2)[NH:17][C:16]=1[N+:8]([O-:11])=[O:9])(=[O:14])[CH3:13], predict the reactants needed to synthesize it. (4) The reactants are: Br[CH2:2][CH2:3][C:4]1[C:9]([F:10])=[C:8]([F:11])[CH:7]=[CH:6][C:5]=1[CH2:12]Br.[Br:14][C:15]1[CH:23]=[C:22]2[C:18]([CH2:19][CH2:20][C:21]2=[O:24])=[CH:17][CH:16]=1.[H-].[Na+]. Given the product [Br:14][C:15]1[CH:23]=[C:22]2[C:18]([CH2:19][C:20]3([C:21]2=[O:24])[CH2:2][CH2:3][C:4]2[C:5](=[CH:6][CH:7]=[C:8]([F:11])[C:9]=2[F:10])[CH2:12]3)=[CH:17][CH:16]=1, predict the reactants needed to synthesize it.